Dataset: Peptide-MHC class I binding affinity with 185,985 pairs from IEDB/IMGT. Task: Regression. Given a peptide amino acid sequence and an MHC pseudo amino acid sequence, predict their binding affinity value. This is MHC class I binding data. (1) The peptide sequence is MMMLPATLAF. The MHC is HLA-A23:01 with pseudo-sequence HLA-A23:01. The binding affinity (normalized) is 0.475. (2) The peptide sequence is RECGARVIL. The binding affinity (normalized) is 0.905. The MHC is HLA-B40:01 with pseudo-sequence HLA-B40:01. (3) The peptide sequence is ARLFGIRAK. The MHC is HLA-B40:01 with pseudo-sequence HLA-B40:01. The binding affinity (normalized) is 0.0847. (4) The peptide sequence is KFINGASTM. The MHC is H-2-Dd with pseudo-sequence H-2-Dd. The binding affinity (normalized) is 0. (5) The peptide sequence is QMKRRILSF. The MHC is HLA-B08:01 with pseudo-sequence HLA-B08:01. The binding affinity (normalized) is 0.797.